This data is from Reaction yield outcomes from USPTO patents with 853,638 reactions. The task is: Predict the reaction yield, written as a fraction of the theoretical maximum amount of product (1.0 means a 100% yield; for example, 0.34 means a 34% yield). (1) The reactants are [NH:1]1[CH:5]=[C:4]([C:6]2[C:7]3[CH:14]=[CH:13][N:12]([CH2:15][O:16][CH2:17][CH2:18][Si:19]([CH3:22])([CH3:21])[CH3:20])[C:8]=3[N:9]=[CH:10][N:11]=2)[CH:3]=[N:2]1.[C:23](/[CH:25]=[CH:26]/[CH:27]1[CH2:32][CH2:31][N:30]([C:33]([O:35][C:36]([CH3:39])([CH3:38])[CH3:37])=[O:34])[CH2:29][CH2:28]1)#[N:24].N12CCCN=C1CCCCC2.C(#N)C. No catalyst specified. The product is [C:23]([CH2:25][CH:26]([CH:27]1[CH2:32][CH2:31][N:30]([C:33]([O:35][C:36]([CH3:39])([CH3:38])[CH3:37])=[O:34])[CH2:29][CH2:28]1)[N:1]1[CH:5]=[C:4]([C:6]2[C:7]3[CH:14]=[CH:13][N:12]([CH2:15][O:16][CH2:17][CH2:18][Si:19]([CH3:22])([CH3:21])[CH3:20])[C:8]=3[N:9]=[CH:10][N:11]=2)[CH:3]=[N:2]1)#[N:24]. The yield is 1.00. (2) The product is [Cl:67][C:62]1[CH:63]=[CH:64][CH:65]=[CH:66][C:61]=1[O:60][CH:57]1[CH2:56][CH2:55][N:54]([C:52](=[O:53])[CH2:51][NH:50][C:24]([C:21]2[CH:20]=[CH:19][C:18]([C:14]3[CH:15]=[CH:16][CH:17]=[C:12]([N:11]([CH3:10])[CH3:27])[CH:13]=3)=[CH:23][CH:22]=2)=[O:26])[CH2:59][CH2:58]1. The yield is 0.220. The reactants are CCN(C(C)C)C(C)C.[CH3:10][N:11]([CH3:27])[C:12]1[CH:13]=[C:14]([C:18]2[CH:23]=[CH:22][C:21]([C:24]([OH:26])=O)=[CH:20][CH:19]=2)[CH:15]=[CH:16][CH:17]=1.C1C=CC2N(O)N=NC=2C=1.CCN=C=NCCCN(C)C.Cl.[NH2:50][CH2:51][C:52]([N:54]1[CH2:59][CH2:58][CH:57]([O:60][C:61]2[CH:66]=[CH:65][CH:64]=[CH:63][C:62]=2[Cl:67])[CH2:56][CH2:55]1)=[O:53]. The catalyst is CN(C=O)C.O.